From a dataset of Catalyst prediction with 721,799 reactions and 888 catalyst types from USPTO. Predict which catalyst facilitates the given reaction. Reactant: [CH2:1]([O:3][C:4]([C:6]1[CH:7]=[N:8][NH:9][CH:10]=1)=[O:5])[CH3:2].C(=O)([O-])[O-].[K+].[K+].[F:17][C:18]1[CH:23]=[C:22]([F:24])[CH:21]=[CH:20][C:19]=1[N:25]1[C:29](=[O:30])[CH2:28][CH:27]([CH2:31]OS(C)(=O)=O)[CH2:26]1.O. Product: [CH2:1]([O:3][C:4]([C:6]1[CH:7]=[N:8][N:9]([CH2:31][CH:27]2[CH2:28][C:29](=[O:30])[N:25]([C:19]3[CH:20]=[CH:21][C:22]([F:24])=[CH:23][C:18]=3[F:17])[CH2:26]2)[CH:10]=1)=[O:5])[CH3:2]. The catalyst class is: 3.